Dataset: Reaction yield outcomes from USPTO patents with 853,638 reactions. Task: Predict the reaction yield, written as a fraction of the theoretical maximum amount of product (1.0 means a 100% yield; for example, 0.34 means a 34% yield). (1) The reactants are [O:1]1[CH2:3][CH:2]1[CH2:4][O:5][C:6]1[CH:11]=[CH:10][N:9]=[CH:8][CH:7]=1.[NH2:12][CH:13]1[CH2:18][CH2:17][N:16]([C:19]([O:21][C:22]([CH3:25])([CH3:24])[CH3:23])=[O:20])[CH2:15][CH2:14]1. The catalyst is CN(C=O)C. The product is [C:22]([O:21][C:19]([N:16]1[CH2:17][CH2:18][CH:13]([NH:12][CH2:3][CH:2]([OH:1])[CH2:4][O:5][C:6]2[CH:11]=[CH:10][N:9]=[CH:8][CH:7]=2)[CH2:14][CH2:15]1)=[O:20])([CH3:25])([CH3:23])[CH3:24]. The yield is 0.366. (2) The reactants are C(OC([N:8]1[CH2:13][CH2:12][N:11]([C:14]2[S:15][C:16]([S:19]([CH:22]([CH3:24])[CH3:23])(=[O:21])=[O:20])=[CH:17][N:18]=2)[CH2:10][CH2:9]1)=O)(C)(C)C.[ClH:25]. No catalyst specified. The product is [ClH:25].[CH3:24][CH:22]([S:19]([C:16]1[S:15][C:14]([N:11]2[CH2:10][CH2:9][NH:8][CH2:13][CH2:12]2)=[N:18][CH:17]=1)(=[O:20])=[O:21])[CH3:23]. The yield is 0.970. (3) The reactants are [CH:1]([N:14]1[C:22]2[C:17](=[CH:18][CH:19]=[C:20]([Cl:23])[CH:21]=2)[CH:16]=[C:15]1[CH:24]=O)([C:8]1[CH:13]=[CH:12][CH:11]=[CH:10][CH:9]=1)[C:2]1[CH:7]=[CH:6][CH:5]=[CH:4][CH:3]=1.[N+:26]([CH3:29])([O-:28])=[O:27]. The catalyst is CCOC(C)=O. The product is [CH:1]([N:14]1[C:22]2[C:17](=[CH:18][CH:19]=[C:20]([Cl:23])[CH:21]=2)[CH:16]=[C:15]1[CH:24]=[CH:29][N+:26]([O-:28])=[O:27])([C:8]1[CH:13]=[CH:12][CH:11]=[CH:10][CH:9]=1)[C:2]1[CH:7]=[CH:6][CH:5]=[CH:4][CH:3]=1. The yield is 0.480.